Dataset: Full USPTO retrosynthesis dataset with 1.9M reactions from patents (1976-2016). Task: Predict the reactants needed to synthesize the given product. (1) Given the product [CH2:7]([C:8]1[O:9][N:18]=[C:12]([C:13]([O:15][CH2:16][CH3:17])=[O:14])[N:11]=1)[C:1]1[CH:6]=[CH:5][CH:4]=[CH:3][CH:2]=1, predict the reactants needed to synthesize it. The reactants are: [C:1]1([CH2:7][C:8](Cl)=[O:9])[CH:6]=[CH:5][CH:4]=[CH:3][CH:2]=1.[NH2:11][C:12](=[N:18]O)[C:13]([O:15][CH2:16][CH3:17])=[O:14].C(N(CC)C(C)C)(C)C.O. (2) Given the product [CH3:27][C:26]1([CH3:28])[CH2:25][O:24][C:23](=[O:29])[N:22]1[C:19]1[S:20][CH:21]=[C:17]([C:14]2[CH:15]=[CH:16][C:11]([C:2]#[N:3])=[CH:12][C:13]=2[F:30])[N:18]=1, predict the reactants needed to synthesize it. The reactants are: [Cu][C:2]#[N:3].N1C=CC=CC=1.Br[C:11]1[CH:16]=[CH:15][C:14]([C:17]2[N:18]=[C:19]([N:22]3[C:26]([CH3:28])([CH3:27])[CH2:25][O:24][C:23]3=[O:29])[S:20][CH:21]=2)=[C:13]([F:30])[CH:12]=1. (3) Given the product [NH2:17][C:4]1[C:3]([O:2][CH3:1])=[CH:16][C:7]2[NH:8][C:9](=[O:15])[CH2:10][CH2:11][C:12]([CH3:14])([CH3:13])[C:6]=2[CH:5]=1, predict the reactants needed to synthesize it. The reactants are: [CH3:1][O:2][C:3]1[C:4]([N+:17]([O-])=O)=[CH:5][C:6]2[C:12]([CH3:14])([CH3:13])[CH2:11][CH2:10][C:9](=[O:15])[NH:8][C:7]=2[CH:16]=1. (4) Given the product [NH2:22][C@H:19]1[CH2:20][CH2:21][C@H:16]([O:15][C:14]2[C:30]([Cl:1])=[CH:31][C:11]([C:9]#[N:10])=[C:12]([O:32][CH3:33])[CH:13]=2)[CH2:17][CH2:18]1, predict the reactants needed to synthesize it. The reactants are: [Cl:1]N1C(=O)CCC1=O.[C:9]([C:11]1[CH:31]=[CH:30][C:14]([O:15][CH:16]2[CH2:21][CH2:20][CH:19]([NH:22]C(=O)OC(C)(C)C)[CH2:18][CH2:17]2)=[CH:13][C:12]=1[O:32][CH3:33])#[N:10]. (5) Given the product [C:23]([OH:25])(=[O:24])[C:20]1[CH:21]=[CH:22][CH:17]=[CH:18][CH:19]=1, predict the reactants needed to synthesize it. The reactants are: C(OC(N(C[C@H](O)C1C=CC=CC=1)CCC1C=CC([C:17]2[CH:22]=[CH:21][C:20]([C:23]([O:25]C)=[O:24])=[C:19](C3SC=CC=3)[CH:18]=2)=CC=1)=O)(C)(C)C.[OH-].[Na+].